The task is: Predict which catalyst facilitates the given reaction.. This data is from Catalyst prediction with 721,799 reactions and 888 catalyst types from USPTO. (1) Reactant: [CH3:1][O:2][C:3]1[CH:12]=[C:11]2[C:6]([CH:7]=[CH:8][C:9]([C:13]([OH:15])=O)=[CH:10]2)=[CH:5][CH:4]=1.[CH:16]([N:19]1[C:32]2[C:31](=[O:33])[CH2:30][C:24]3([CH2:29][CH2:28][NH:27][CH2:26][CH2:25]3)[CH2:23][C:22]=2[CH:21]=[N:20]1)([CH3:18])[CH3:17].C(N(CC)CC)C.ON1C2C=CC=CC=2N=N1.C(N=C=NCCCN(C)C)C. Product: [CH:16]([N:19]1[C:32]2[C:31](=[O:33])[CH2:30][C:24]3([CH2:25][CH2:26][N:27]([C:13]([C:9]4[CH:8]=[CH:7][C:6]5[C:11](=[CH:12][C:3]([O:2][CH3:1])=[CH:4][CH:5]=5)[CH:10]=4)=[O:15])[CH2:28][CH2:29]3)[CH2:23][C:22]=2[CH:21]=[N:20]1)([CH3:18])[CH3:17]. The catalyst class is: 4. (2) Reactant: [CH2:1]([N:8]1[CH2:20][C@H:19]2[C@H:11]([C:12](=O)[C:13]3[C:18]2=[CH:17][C:16]([Br:21])=[CH:15][C:14]=3[CH3:22])[CH2:10][CH2:9]1)[C:2]1[CH:7]=[CH:6][CH:5]=[CH:4][CH:3]=1.[SiH](CC)(CC)CC. Product: [CH2:1]([N:8]1[CH2:20][C@H:19]2[C@H:11]([CH2:12][C:13]3[C:18]2=[CH:17][C:16]([Br:21])=[CH:15][C:14]=3[CH3:22])[CH2:10][CH2:9]1)[C:2]1[CH:7]=[CH:6][CH:5]=[CH:4][CH:3]=1. The catalyst class is: 55.